Dataset: Catalyst prediction with 721,799 reactions and 888 catalyst types from USPTO. Task: Predict which catalyst facilitates the given reaction. (1) Reactant: [CH2:1]([O:3][C:4](=[O:16])[CH:5](Br)[C:6](=O)[C:7]1[CH:12]=[CH:11][CH:10]=[CH:9][C:8]=1[CH3:13])[CH3:2].[C:17]([NH2:20])(=[S:19])[CH3:18]. Product: [CH2:1]([O:3][C:4]([C:5]1[S:19][C:17]([CH3:18])=[N:20][C:6]=1[C:7]1[CH:12]=[CH:11][CH:10]=[CH:9][C:8]=1[CH3:13])=[O:16])[CH3:2]. The catalyst class is: 8. (2) Reactant: C(OC(NNC[C:11]([C:13]1[CH:18]=[CH:17][CH:16]=[CH:15][CH:14]=1)=[CH2:12])=O)(C)(C)C.[ClH:19].C1(C(=C)[CH2:27][NH:28][NH2:29])C=CC=CC=1. Product: [ClH:19].[C:13]1([CH:11]=[CH:12][CH2:27][NH:28][NH2:29])[CH:14]=[CH:15][CH:16]=[CH:17][CH:18]=1. The catalyst class is: 28.